Dataset: Reaction yield outcomes from USPTO patents with 853,638 reactions. Task: Predict the reaction yield, written as a fraction of the theoretical maximum amount of product (1.0 means a 100% yield; for example, 0.34 means a 34% yield). (1) The reactants are O=C1O[C@H]([C@H](CO)O)C([O-])=C1O.[Na+].[CH3:14][O:15][C:16]1[CH:17]=[C:18](/[CH:24]=[CH:25]/[C:26]([NH:28][C:29]2[CH:40]=[CH:39][CH:38]=[CH:37][C:30]=2[C:31]([NH:33][CH2:34][C:35]#[CH:36])=[O:32])=[O:27])[CH:19]=[CH:20][C:21]=1[O:22][CH3:23].[N:41]([CH2:44][C:45]([NH:47][C:48]1[CH:53]=[CH:52][CH:51]=[CH:50][CH:49]=1)=[O:46])=[N+:42]=[N-:43]. The catalyst is CS(C)=O.O.S([O-])([O-])(=O)=O.[Cu+2].C(C(N(C(C1N=NNC=1)CC1C=CC=CC=1)C(C1N=NNC=1)CC1C=CC=CC=1)C1N=NNC=1)C1C=CC=CC=1. The product is [CH3:14][O:15][C:16]1[CH:17]=[C:18](/[CH:24]=[CH:25]/[C:26]([NH:28][C:29]2[CH:40]=[CH:39][CH:38]=[CH:37][C:30]=2[C:31]([NH:33][CH2:34][C:35]2[N:43]=[N:42][N:41]([CH2:44][C:45](=[O:46])[NH:47][C:48]3[CH:49]=[CH:50][CH:51]=[CH:52][CH:53]=3)[CH:36]=2)=[O:32])=[O:27])[CH:19]=[CH:20][C:21]=1[O:22][CH3:23]. The yield is 0.860. (2) The reactants are [Br:1][C:2]1[CH:3]=[CH:4][C:5]2[C:11]3[S:12][C:13]([C:15](=[N:24][NH2:25])[NH:16][C:17]4[CH:22]=[CH:21][CH:20]=[CH:19][C:18]=4[Cl:23])=[CH:14][C:10]=3[CH2:9][CH2:8][O:7][C:6]=2[CH:26]=1.[N:27]#[C:28]Br. The catalyst is CO. The yield is 0.210. The product is [Br:1][C:2]1[CH:3]=[CH:4][C:5]2[C:11]3[S:12][C:13]([C:15]4[N:16]([C:17]5[CH:22]=[CH:21][CH:20]=[CH:19][C:18]=5[Cl:23])[C:28]([NH2:27])=[N:25][N:24]=4)=[CH:14][C:10]=3[CH2:9][CH2:8][O:7][C:6]=2[CH:26]=1. (3) The reactants are [Cl:1][C:2]1[CH:3]=[C:4]([NH2:19])[C:5]([NH2:18])=[CH:6][C:7]=1[C:8]1[CH:13]=[CH:12][C:11]([C:14]([F:17])([F:16])[F:15])=[CH:10][CH:9]=1.C(=O)([O-])[O-].[Na+].[Na+].[F:26][C:27]([F:35])([F:34])[C:28]([F:33])([F:32])[C:29](O)=O. The catalyst is O. The product is [Cl:1][C:2]1[C:7]([C:8]2[CH:13]=[CH:12][C:11]([C:14]([F:17])([F:16])[F:15])=[CH:10][CH:9]=2)=[CH:6][C:5]2[NH:18][C:29]([C:28]([F:33])([F:32])[C:27]([F:35])([F:34])[F:26])=[N:19][C:4]=2[CH:3]=1. The yield is 0.520. (4) The reactants are [C:1]([NH:8][C:9]1[CH:14]=[CH:13][C:12]([F:15])=[CH:11][CH:10]=1)([O:3][C:4]([CH3:7])([CH3:6])[CH3:5])=[O:2].[Li][C:17]([CH3:20])([CH3:19])[CH3:18].CCCCC.C(Br)C(=C)C. The catalyst is C1COCC1. The product is [C:4]([O:3][C:1](=[O:2])[NH:8][C:9]1[CH:14]=[CH:13][C:12]([F:15])=[CH:11][C:10]=1[CH2:19][C:17]([CH3:20])=[CH2:18])([CH3:7])([CH3:6])[CH3:5]. The yield is 0.800. (5) The reactants are F[C:2]1[CH:10]=[CH:9][C:8]([CH2:11][C:12]2[C:21]3[C:16](=[CH:17][CH:18]=[CH:19][CH:20]=3)[C:15](=[O:22])[NH:14][N:13]=2)=[CH:7][C:3]=1[C:4]([OH:6])=O.[CH3:23][O:24][CH:25]1[CH2:30][CH2:29][NH:28][CH2:27][CH2:26]1.C(N(CC)CC)C. The catalyst is CN(C=O)C. The product is [CH3:23][O:24][CH:25]1[CH2:30][CH2:29][N:28]([C:4]([C:3]2[CH:7]=[C:8]([CH:9]=[CH:10][CH:2]=2)[CH2:11][C:12]2[C:21]3[C:16](=[CH:17][CH:18]=[CH:19][CH:20]=3)[C:15](=[O:22])[NH:14][N:13]=2)=[O:6])[CH2:27][CH2:26]1. The yield is 0.780. (6) The reactants are [N+:1]([CH:3](S(C1C=CC(C)=CC=1)(=O)=O)[CH2:4][CH2:5][CH2:6][CH3:7])#[C-:2].[C:18]([O:22][CH2:23][CH3:24])(=[O:21])[CH:19]=[CH2:20].CC(C)([O-])C.[K+]. The catalyst is O1CCCC1.O. The product is [CH2:4]([C:3]1[NH:1][CH:2]=[C:19]([C:18]([O:22][CH2:23][CH3:24])=[O:21])[CH:20]=1)[CH2:5][CH2:6][CH3:7]. The yield is 0.780. (7) The reactants are [CH:1]([C:3]1[C:11]2[S:10][CH2:9][CH:8]([C:12]3[CH:17]=[CH:16][C:15]([CH:18]([CH3:20])[CH3:19])=[CH:14][CH:13]=3)[C:7]=2[C:6]([CH3:21])=[C:5]([NH:22][C:23](=[O:29])[CH2:24][C:25]([CH3:28])([CH3:27])[CH3:26])[C:4]=1[CH3:30])=O.[CH2:31]([Mg]Br)[CH3:32]. The catalyst is CCCCCC.C(OCC)(=O)C. The product is [CH:18]([C:15]1[CH:16]=[CH:17][C:12]([CH:8]2[C:7]3[C:6]([CH3:21])=[C:5]([NH:22][C:23](=[O:29])[CH2:24][C:25]([CH3:26])([CH3:28])[CH3:27])[C:4]([CH3:30])=[C:3]([CH2:1][CH2:31][CH3:32])[C:11]=3[S:10][CH2:9]2)=[CH:13][CH:14]=1)([CH3:20])[CH3:19]. The yield is 0.220.